This data is from Experimentally validated miRNA-target interactions with 360,000+ pairs, plus equal number of negative samples. The task is: Binary Classification. Given a miRNA mature sequence and a target amino acid sequence, predict their likelihood of interaction. (1) The miRNA is hsa-miR-4679 with sequence UCUGUGAUAGAGAUUCUUUGCU. The protein sequence of the target gene is MGQNDLMGTAEDFADQFLRVTKQYLPHVARLCLISTFLEDGIRMWFQWSEQRDYIDTTWNCGYLLASSFVFLNLLGQLTGCVLVLSRNFVQYACFGLFGIIALQTIAYSILWDLKFLMRNLALGGGLLLLLAESRSEGKSMFAGVPTMRESSPKQYMQLGGRVLLVLMFMTLLHFDASFFSIVQNIVGTALMILVAIGFKTKLAALTLVVWLFAINVYFNAFWTIPVYKPMHDFLKYDFFQTMSVIGGLLLVVALGPGGVSMDEKKKEW. Result: 1 (interaction). (2) The miRNA is hsa-miR-26b-5p with sequence UUCAAGUAAUUCAGGAUAGGU. The protein sequence of the target gene is MKQLPVLEPGDKPRKATWYTLTVPGDSPCARVGHSCSYLPPVGNAKRGKVFIVGGANPNRSFSDVHTMDLGKHQWDLDTCKGLLPRYEHASFIPSCTPDRIWVFGGANQSGNRNCLQVLNPETRTWTTPEVTSPPPSPRTFHTSSAAIGNQLYVFGGGERGAQPVQDTKLHVFDANTLTWSQPETLGNPPSPRHGHVMVAAGTKLFIHGGLAGDRFYDDLHCIDISDMKWQKLNPTGAAPAGCAAHSAVAMGKHVYIFGGMTPAGALDTMYQYHTEEQHWTLLKFDTLLPPGRLDHSMCI.... Result: 0 (no interaction). (3) The miRNA is mmu-miR-466d-3p with sequence UAUACAUACACGCACACAUAG. The protein sequence of the target gene is MRSIRSFANDDRHVMVKHSTIYPSPEELEAVQNMVSTVECALKHVSDWLDETNKGTKPEGETEVKKDEAVENYSKDQGGRTLCGVMRIGLVAKGLLIKDDMDLELVLMCKDKPTETLLNTVKDNLPIQIQKLTEEKYQVEQCINEASIIIRNTKEPTLTLKVILTSPLIRDELEKKDGENVMMKDPPDLLDRQKCLNALASLRHAKWFQARANGLKSCVIVLRILRDLCNRVPTWAPLKGWPLELICEKSIGTCNRPLGAGEALRRVMECLASGILLPGGPGLHDPCERDPTDALSYMTT.... Result: 1 (interaction). (4) The miRNA is dre-miR-430b-3p with sequence AAAGUGCUAUCAAGUUGGGGUAG. The protein sequence of the target gene is MADAEARAEFPEEARPDRGTLQVLQDMASRLRIHSIRATCSTSSGHPTSCSSSSEIMSVLFFYIMRYKQSDPENPDNDRFVLAKRLSFVDVATGWLGQGLGVACGMAYTGKYFDRASYRVFCLMSDGESSEGSVWEAMAFASYYSLDNLVAIFDVNRLGHSGALPAEHCINIYQRRCEAFGWNTYVVDGRDVEALCQVFWQASQVKHKPTAVVAKTFKGRGTPSIEDAESWHAKPMPRERADAIIKLIESQIQTSRNLDPQPPIEDSPEVNITDVRMTSPPDYRVGDKIATRKACGLALA.... Result: 0 (no interaction). (5) The miRNA is cel-miR-235-3p with sequence UAUUGCACUCUCCCCGGCCUGA. The protein sequence of the target gene is METWSVEQVCSWLVEKNLGELVHRFQEEEVSGAALLALNDRMVQQLVKKIGHQAVLMDLIKKYKQNTQGLKSPENPKKAALVMQTEAARDYRDEESSSPARHGEQMPSFYPAENLDNGLIDQRVLKQRRNVKQILARSKALQWTKSYVLPEFPYDVKCMLAEQKCPDHSMRIRIIEFLQADMTKYLEGSLYPSTQQYNDVVNALLQAHPFLDEDGCGFFLWKRALKDRFKYVRRPIEDDEQVIRNKCKFGHRRGQTRKSLADIRFDEIKLVQIKEEAVCFDSELDEHIKWFQQEYVKTEK.... Result: 0 (no interaction). (6) Result: 0 (no interaction). The protein sequence of the target gene is MAAPAPGLISVFSSSQELGAALAQLVAQRAACCLAGARARFALGLSGGSLVSMLARELPAAVAPAGPASLARWTLGFCDERLVPFDHAESTYGLYRTHLLSRLPIPESQVITINPELPVEEAAEDYAKKLRQAFQGDSIPVFDLLILGVGPDGHTCSLFPDHPLLQEREKIVAPISDSPKPPPQRVTLTLPVLNAARTVIFVATGEGKAAVLKRILEDQEENPLPAALVQPHTGKLCWFLDEAAARLLTVPFEKHSTL. The miRNA is hsa-miR-628-3p with sequence UCUAGUAAGAGUGGCAGUCGA. (7) The miRNA is hsa-miR-3921 with sequence UCUCUGAGUACCAUAUGCCUUGU. The protein sequence of the target gene is MAADVSVTHRPPLSPKSGAEVEAGDAAERRAPEEELPPLDPEEIRKRLEHTERQFRNRRKILIRGLPGDVTNQEVHDLLSDYELKYCFVDKYKGTAFVTLLNGEQAEAAINAFHQSRLRERELSVQLQPTDALLCVANLPPSLTQQQFEELVRPFGSLERCFLVYSERTGQSKGYGFAEYMKKDSAARAKSDLLGKPLGPRTLYVHWTDAGQLTPALLHSRCLCVDRLPPGFNDVDALCRALSAVHSPTFCQLACGQDGQLKGFAVLEYETAEMAEEAQQQADGLSLGGSHLRVSFCAPG.... Result: 0 (no interaction). (8) The protein sequence of the target gene is MYAPGGAGLPGGRRRRSPGGSALPKQPERSLASALPGALSITALCTALAEPAWLHIHGGTCSRQELGVSDVLGYVHPDLLKDFCMNPQTVLLLRVIAAFCFLGILCSLSAFLLDVFGPKHPALKITRRYAFAHILTVLQCATVIGFSYWASELILAQQQQHKKYHGSQVYVTFAVSFYLVAGAGGASILATAANLLRHYPTEEEEQALELLSEMEENEPYPAEYEVINQFQPPPAYTP. The miRNA is hsa-miR-4493 with sequence AGAAGGCCUUUCCAUCUCUGU. Result: 1 (interaction). (9) The miRNA is mmu-miR-201-5p with sequence UACUCAGUAAGGCAUUGUUCUU. The protein sequence of the target gene is MMFQDSVAFEDVAVSFTQEEWALLDPSQKNLYRDVMQETFKNLTSVGKTWKVQNIEDEYKNPRRNLSLMREKLCESKESHHCGESFNQIADDMLNRKTLPGITPCESSVCGEVGTGHSSLNTHIRADTGHKSSEYQEYGENPYRNKECKKAFSYLDSFQSHDKACTKEKPYDGKECTETFISHSCIQRHRVMHSGDGPYKCKFCGKAFYFLNLCLIHERIHTGVKPYKCKQCGKAFTRSTTLPVHERTHTGVNADECKECGNAFSFPSEIRRHKRSHTGEKPYECKQCGKVFISFSSIQY.... Result: 0 (no interaction). (10) The miRNA is hsa-miR-3188 with sequence AGAGGCUUUGUGCGGAUACGGGG. The protein sequence of the target gene is MLQGPRALASAAGQTPKVVPAMSPTELWPSGLSSPQLCPATATYYTPLYPQTAPPAAAPGTCLDATPHGPEGQVVRCLPAGRLPAKRKLDLEGIGRPVVPEFPTPKGKCIRVDGLPSPKTPKSPGEKTRYDTSLGLLTKKFIYLLSESEDGVLDLNWAAEVLDVQKRRIYDITNVLEGIQLIRKKAKNNIQWVGRGMFEDPTRPGKQQQLGQELKELMNTEQALDQLIQSCSLSFKHLTEDKANKRLAYVTYQDIRAVGNFKEQTVIAVKAPPQTRLEVPDRTEDNLQIYLKSTQGPIEV.... Result: 1 (interaction).